This data is from Catalyst prediction with 721,799 reactions and 888 catalyst types from USPTO. The task is: Predict which catalyst facilitates the given reaction. (1) Reactant: Br[C:2]1[CH:3]=[C:4]2[C:9](=[C:10]([O:12][CH3:13])[CH:11]=1)[N:8]=[C:7]([C:14]1[CH:15]=[N:16][CH:17]=[CH:18][CH:19]=1)[N:6]=[C:5]2[NH:20][CH3:21].[F:22][C:23]1[C:28]2[CH:29]=[CH:30][O:31][C:27]=2[C:26](B(O)O)=[CH:25][CH:24]=1.[O-]P([O-])([O-])=O.[K+].[K+].[K+]. The catalyst class is: 38. Product: [F:22][C:23]1[C:28]2[CH:29]=[CH:30][O:31][C:27]=2[C:26]([C:2]2[CH:3]=[C:4]3[C:9](=[C:10]([O:12][CH3:13])[CH:11]=2)[N:8]=[C:7]([C:14]2[CH:15]=[N:16][CH:17]=[CH:18][CH:19]=2)[N:6]=[C:5]3[NH:20][CH3:21])=[CH:25][CH:24]=1. (2) Reactant: Br[C:2]1[CH:7]=[CH:6][C:5]([Br:8])=[CH:4][CH:3]=1.[Li]CCCC.[CH:14]1([CH:20]=[O:21])[CH2:19][CH2:18][CH2:17][CH2:16][CH2:15]1. Product: [Br:8][C:5]1[CH:6]=[CH:7][C:2]([CH:20]([CH:14]2[CH2:19][CH2:18][CH2:17][CH2:16][CH2:15]2)[OH:21])=[CH:3][CH:4]=1. The catalyst class is: 49. (3) Reactant: [C:1]([O:5][C:6](=[O:18])[NH:7][CH2:8][C:9]1[CH:14]=[CH:13][CH:12]=[C:11]([N+:15]([O-])=O)[CH:10]=1)([CH3:4])([CH3:3])[CH3:2].[H][H]. Product: [C:1]([O:5][C:6](=[O:18])[NH:7][CH2:8][C:9]1[CH:14]=[CH:13][CH:12]=[C:11]([NH2:15])[CH:10]=1)([CH3:4])([CH3:2])[CH3:3]. The catalyst class is: 29. (4) Reactant: Br[C:2]1[C:3]([O:9][CH3:10])=[N:4][C:5]([Cl:8])=[CH:6][CH:7]=1.[NH:11]1[CH2:15][CH2:14][CH:13]([OH:16])[CH2:12]1.CC1(C)C2C(=C(P(C3C=CC=CC=3)C3C=CC=CC=3)C=CC=2)OC2C(P(C3C=CC=CC=3)C3C=CC=CC=3)=CC=CC1=2.CC(C)([O-])C.[Na+]. Product: [Cl:8][C:5]1[N:4]=[C:3]([O:9][CH3:10])[C:2]([N:11]2[CH2:15][CH2:14][CH:13]([OH:16])[CH2:12]2)=[CH:7][CH:6]=1. The catalyst class is: 187. (5) Reactant: C([O:3][C:4](=[O:34])[CH2:5][CH2:6][CH2:7][CH2:8][N:9]1[CH2:14][CH2:13][N:12]([C:15]2[S:16][CH:17]=[C:18]([C:20]3[CH:29]=[CH:28][C:27]4[C:26]([CH3:31])([CH3:30])[CH2:25][CH2:24][C:23]([CH3:33])([CH3:32])[C:22]=4[CH:21]=3)[N:19]=2)[CH2:11][CH2:10]1)C.O.[OH-].[Li+].Cl. Product: [CH3:30][C:26]1([CH3:31])[CH2:25][CH2:24][C:23]([CH3:32])([CH3:33])[C:22]2[CH:21]=[C:20]([C:18]3[N:19]=[C:15]([N:12]4[CH2:13][CH2:14][N:9]([CH2:8][CH2:7][CH2:6][CH2:5][C:4]([OH:34])=[O:3])[CH2:10][CH2:11]4)[S:16][CH:17]=3)[CH:29]=[CH:28][C:27]1=2. The catalyst class is: 1. (6) Reactant: [Cl:1][C:2]1[C:3]2[CH:23]=[CH:22][C:21]([OH:24])=[CH:20][C:4]=2[S:5][C:6]=1[CH2:7][CH:8]1[CH2:12][CH2:11][N:10]([CH:13]2[CH2:18][CH2:17][CH2:16][CH2:15][CH2:14]2)[C:9]1=[O:19].[Na+].[I-].C([O-])([O-])=O.[Cs+].[Cs+].[CH3:33][O:34][C:35](=[O:44])[C:36]1[CH:41]=[CH:40][C:39]([CH2:42]Br)=[CH:38][CH:37]=1. Product: [CH3:33][O:34][C:35](=[O:44])[C:36]1[CH:41]=[CH:40][C:39]([CH2:42][O:24][C:21]2[CH:22]=[CH:23][C:3]3[C:2]([Cl:1])=[C:6]([CH2:7][CH:8]4[CH2:12][CH2:11][N:10]([CH:13]5[CH2:14][CH2:15][CH2:16][CH2:17][CH2:18]5)[C:9]4=[O:19])[S:5][C:4]=3[CH:20]=2)=[CH:38][CH:37]=1. The catalyst class is: 21. (7) Reactant: CS(O[CH2:6][C:7]1[CH:12]=[CH:11][CH:10]=[C:9]([N+:13]([O-:15])=[O:14])[C:8]=1[CH3:16])(=O)=O.[C-:17]#[N:18].[Na+]. The catalyst class is: 47. Product: [CH3:16][C:8]1[C:9]([N+:13]([O-:15])=[O:14])=[CH:10][CH:11]=[CH:12][C:7]=1[CH2:6][C:17]#[N:18]. (8) Reactant: [CH3:1][C:2]1([CH3:34])[C:6]2[C:7]([O:11][C:12]3[N:17]=[CH:16][C:15]([NH:18][C:19]([C@H:21]([NH:26]C(=O)OC(C)(C)C)[C:22]([CH3:25])([CH3:24])[CH3:23])=[O:20])=[CH:14][N:13]=3)=[CH:8][CH:9]=[CH:10][C:5]=2[O:4][CH2:3]1.C(O)(C(F)(F)F)=O. Product: [CH3:1][C:2]1([CH3:34])[C:6]2[C:7]([O:11][C:12]3[N:17]=[CH:16][C:15]([NH:18][C:19](=[O:20])[C@@H:21]([C:22]([CH3:25])([CH3:24])[CH3:23])[NH2:26])=[CH:14][N:13]=3)=[CH:8][CH:9]=[CH:10][C:5]=2[O:4][CH2:3]1. The catalyst class is: 4. (9) Reactant: [CH2:1]([NH:8][CH2:9][C:10]([O:12][CH3:13])=[O:11])[C:2]1[CH:7]=[CH:6][CH:5]=[CH:4][CH:3]=1.C([O-])([O-])=O.[K+].[K+].[CH2:20](Br)[CH:21]=[CH2:22]. Product: [CH2:22]([N:8]([CH2:1][C:2]1[CH:7]=[CH:6][CH:5]=[CH:4][CH:3]=1)[CH2:9][C:10]([O:12][CH3:13])=[O:11])[CH:21]=[CH2:20]. The catalyst class is: 3.